Dataset: Catalyst prediction with 721,799 reactions and 888 catalyst types from USPTO. Task: Predict which catalyst facilitates the given reaction. Reactant: [Cl:1][C:2]1[CH:3]=[C:4]([NH:9][C:10]2[C:11]3[CH2:18][C:17](=[O:19])[N:16]([CH3:20])[C:12]=3[N:13]=[CH:14][N:15]=2)[CH:5]=[CH:6][C:7]=1[F:8].[CH:21]([C:23]1[NH:27][C:26]([CH2:28][CH2:29][C:30]([OH:32])=[O:31])=[CH:25][C:24]=1[CH3:33])=O. Product: [Cl:1][C:2]1[CH:3]=[C:4]([NH:9][C:10]2[C:11]3[C:18](=[CH:21][C:23]4[NH:27][C:26]([CH2:28][CH2:29][C:30]([OH:32])=[O:31])=[CH:25][C:24]=4[CH3:33])[C:17](=[O:19])[N:16]([CH3:20])[C:12]=3[N:13]=[CH:14][N:15]=2)[CH:5]=[CH:6][C:7]=1[F:8]. The catalyst class is: 495.